Dataset: Forward reaction prediction with 1.9M reactions from USPTO patents (1976-2016). Task: Predict the product of the given reaction. (1) Given the reactants [CH2:1]([O:3][C:4]([C:6]1[C:7]([OH:24])=[C:8]2[C:15]([Br:16])=[C:14]([Br:17])[N:13]([C:18]3[CH:23]=[CH:22][CH:21]=[CH:20][CH:19]=3)[C:9]2=[C:10](Br)[N:11]=1)=[O:5])[CH3:2].[C:25]([Cu])#[N:26], predict the reaction product. The product is: [CH2:1]([O:3][C:4]([C:6]1[C:7]([OH:24])=[C:8]2[C:15]([Br:16])=[C:14]([Br:17])[N:13]([C:18]3[CH:23]=[CH:22][CH:21]=[CH:20][CH:19]=3)[C:9]2=[C:10]([C:25]#[N:26])[N:11]=1)=[O:5])[CH3:2]. (2) Given the reactants [OH:1][C:2]1[CH:3]=[N:4][CH:5]=[C:6]([CH:11]=1)[C:7]([O:9][CH3:10])=[O:8].[Cl:12][O-].[Na+].Cl, predict the reaction product. The product is: [Cl:12][C:3]1[C:2]([OH:1])=[CH:11][C:6]([C:7]([O:9][CH3:10])=[O:8])=[CH:5][N:4]=1. (3) Given the reactants [CH2:1]([Cl:3])Cl.[Li]CCCC.C[B:10]([OH:12])[OH:11].[OH:13][C:14]([C:17]([OH:20])([CH3:19])[CH3:18])([CH3:16])[CH3:15], predict the reaction product. The product is: [Cl:3][CH:1]([B:10]([OH:12])[OH:11])[CH3:14].[OH:13][C:14]([C:17]([OH:20])([CH3:19])[CH3:18])([CH3:16])[CH3:15].